Dataset: NCI-60 drug combinations with 297,098 pairs across 59 cell lines. Task: Regression. Given two drug SMILES strings and cell line genomic features, predict the synergy score measuring deviation from expected non-interaction effect. Drug 2: C1C(C(OC1N2C=NC(=NC2=O)N)CO)O. Drug 1: CCCCCOC(=O)NC1=NC(=O)N(C=C1F)C2C(C(C(O2)C)O)O. Cell line: DU-145. Synergy scores: CSS=0.617, Synergy_ZIP=2.95, Synergy_Bliss=6.64, Synergy_Loewe=-71.6, Synergy_HSA=-0.787.